From a dataset of Catalyst prediction with 721,799 reactions and 888 catalyst types from USPTO. Predict which catalyst facilitates the given reaction. (1) Reactant: [F:1][C:2]1[C:7]2[N:8]=[N:9][S:10][C:6]=2[CH:5]=[C:4]([C:11]([NH:13][O:14][CH2:15][CH2:16][O:17]C=C)=[O:12])[C:3]=1[NH:20][C:21]1[CH:26]=[CH:25][C:24]([Br:27])=[CH:23][C:22]=1[Cl:28].Cl.C([O-])(O)=O.[Na+]. The catalyst class is: 2. Product: [F:1][C:2]1[C:7]2[N:8]=[N:9][S:10][C:6]=2[CH:5]=[C:4]([C:11]([NH:13][O:14][CH2:15][CH2:16][OH:17])=[O:12])[C:3]=1[NH:20][C:21]1[CH:26]=[CH:25][C:24]([Br:27])=[CH:23][C:22]=1[Cl:28]. (2) Reactant: [CH2:1]([C:3]1[N:7]([C:8]2[N:16]=[C:15]3[C:11]([N:12]=[C:13]([CH:18]=O)[N:14]3[CH3:17])=[C:10]([N:20]3[CH2:25][CH2:24][O:23][CH2:22][CH2:21]3)[N:9]=2)[C:6]2[CH:26]=[CH:27][CH:28]=[CH:29][C:5]=2[N:4]=1)[CH3:2].[C:30]([O:34][C:35]([N:37]1[CH2:42][CH2:41][NH:40][CH2:39][C:38]1([CH3:44])[CH3:43])=[O:36])([CH3:33])([CH3:32])[CH3:31].C(O[BH-](OC(=O)C)OC(=O)C)(=O)C.[Na+]. Product: [C:30]([O:34][C:35]([N:37]1[CH2:42][CH2:41][N:40]([CH2:18][C:13]2[N:14]([CH3:17])[C:15]3[C:11]([N:12]=2)=[C:10]([N:20]2[CH2:21][CH2:22][O:23][CH2:24][CH2:25]2)[N:9]=[C:8]([N:7]2[C:6]4[CH:26]=[CH:27][CH:28]=[CH:29][C:5]=4[N:4]=[C:3]2[CH2:1][CH3:2])[N:16]=3)[CH2:39][C:38]1([CH3:44])[CH3:43])=[O:36])([CH3:33])([CH3:31])[CH3:32]. The catalyst class is: 26. (3) Reactant: [CH3:1][O:2][C:3]1[CH:24]=[C:23]([O:25][CH3:26])[CH:22]=[C:21]([O:27][CH3:28])[C:4]=1[CH2:5][S:6][C:7](=[NH:20])[C:8]([C:18]#[N:19])=[C:9]([SH:17])[NH:10][C:11]1[CH:12]=[N:13][CH:14]=[CH:15][CH:16]=1.N1C=CC=CC=1.II.[ClH:37]. Product: [ClH:37].[N:13]1[CH:14]=[CH:15][CH:16]=[C:11]([NH:10][C:9]2[S:17][N:20]=[C:7]([S:6][CH2:5][C:4]3[C:21]([O:27][CH3:28])=[CH:22][C:23]([O:25][CH3:26])=[CH:24][C:3]=3[O:2][CH3:1])[C:8]=2[C:18]#[N:19])[CH:12]=1. The catalyst class is: 13. (4) Reactant: [Cl:1][C:2]1[S:6][C:5]([S:7](Cl)(=[O:9])=[O:8])=[CH:4][CH:3]=1.[NH2:11][C@H:12]1[CH2:17][CH2:16][CH2:15][N:14]([C:18]([O:20][C:21]([CH3:24])([CH3:23])[CH3:22])=[O:19])[CH2:13]1.C(N(C(C)C)CC)(C)C. Product: [Cl:1][C:2]1[S:6][C:5]([S:7]([NH:11][C@H:12]2[CH2:17][CH2:16][CH2:15][N:14]([C:18]([O:20][C:21]([CH3:24])([CH3:23])[CH3:22])=[O:19])[CH2:13]2)(=[O:9])=[O:8])=[CH:4][CH:3]=1. The catalyst class is: 4.